From a dataset of Experimentally validated miRNA-target interactions with 360,000+ pairs, plus equal number of negative samples. Binary Classification. Given a miRNA mature sequence and a target amino acid sequence, predict their likelihood of interaction. (1) The miRNA is hsa-miR-6071 with sequence UUCUGCUGCCGGCCAAGGC. The protein sequence of the target gene is MDIKGQFWNDDDSEGDNESEEFLYGVQGSCAADLYRHPQLDADIEAVKEIYSENSVSIREYGTIDDVDIDLHINISFLDEEVSTAWKVLRTEPIVLRLRFSLSQYLDGPEPSIEVFQPSNKEGFGLGLQLKKILGMFTSQQWKHLSNDFLKTQQEKRHSWFKASGTIKKFRAGLSIFSPIPKSPSFPIIQDSMLKGKLGVPELRVGRLMNRSISCTMKNPKVEVFGYPPSPQAGLLCPQHVGLPPPARTSPLVSGHCKNIPTLEYGFLVQIMKYAEQRIPTLNEYCVVCDEQHVFQNGSM.... Result: 0 (no interaction). (2) The miRNA is mmu-miR-876-5p with sequence UGGAUUUCUCUGUGAAUCACUA. The protein sequence of the target gene is MALASAAPGSIFCKQLLFSLLVLTLLCDACQKVYLRVPSHLQAETLVGKVNLEECLKSASLIRSSDPAFRILEDGSIYTTHDLILSSERKSFSIFLSDGQRREQQEIKVVLSARENKSPKKRHTKDTALKRSKRRWAPIPASLMENSLGPFPQHVQQIQSDAAQNYTIFYSISGPGVDKEPFNLFYIEKDTGDIFCTRSIDREKYEQFALYGYATTADGYAPEYPLPLIIKIEDDNDNAPYFEHRVTIFTVPENCRSGTSVGKVTATDLDEPDTLHTRLKYKILQQIPDHPKHFSIHPDT.... Result: 0 (no interaction).